From a dataset of Forward reaction prediction with 1.9M reactions from USPTO patents (1976-2016). Predict the product of the given reaction. (1) Given the reactants [OH:1][C:2]1[CH:10]=[CH:9][CH:8]=[CH:7][C:3]=1[CH2:4][CH2:5][OH:6].[CH2:11](I)[CH3:12].C(=O)([O-])[O-].[K+].[K+], predict the reaction product. The product is: [CH2:11]([O:1][C:2]1[CH:10]=[CH:9][CH:8]=[CH:7][C:3]=1[CH2:4][CH2:5][OH:6])[CH3:12]. (2) Given the reactants [NH:1]1[CH:8]=[CH:7][C:5](=[O:6])[NH:4][C:2]1=[O:3].N1C=CC=CC=1.[Cl:15][C:16]1[CH:24]=[CH:23][C:19]([C:20](Cl)=[O:21])=[CH:18][CH:17]=1, predict the reaction product. The product is: [Cl:15][C:16]1[CH:24]=[CH:23][C:19]([C:20]([N:1]2[CH:8]=[CH:7][C:5](=[O:6])[NH:4][C:2]2=[O:3])=[O:21])=[CH:18][CH:17]=1. (3) Given the reactants COC1C=CC(C[N:8](CC2C=CC(OC)=CC=2)[S:9](CC)(=[O:11])=[O:10])=CC=1.[CH2:25]([Li])[CH2:26][CH2:27][CH3:28].Br[CH2:31][CH2:32]C=C, predict the reaction product. The product is: [CH3:28][C@@H:27]([S:9]([NH2:8])(=[O:11])=[O:10])[CH2:26][CH2:25][CH:31]=[CH2:32].